Dataset: Full USPTO retrosynthesis dataset with 1.9M reactions from patents (1976-2016). Task: Predict the reactants needed to synthesize the given product. (1) Given the product [C:19]12([C:29](=[O:41])[CH2:30][O:31][C:32]3[CH:33]=[CH:34][C:35]([C:36]([NH:45][CH:42]([CH3:44])[CH3:43])=[O:38])=[CH:39][CH:40]=3)[CH2:28][CH:23]3[CH2:24][CH:25]([CH2:27][CH:21]([CH2:22]3)[CH2:20]1)[CH2:26]2, predict the reactants needed to synthesize it. The reactants are: CCN=C=NCCCN(C)C.CCN(CC)CC.[C:19]12([C:29](=[O:41])[CH2:30][O:31][C:32]3[CH:40]=[CH:39][C:35]([C:36]([OH:38])=O)=[CH:34][CH:33]=3)[CH2:28][CH:23]3[CH2:24][CH:25]([CH2:27][CH:21]([CH2:22]3)[CH2:20]1)[CH2:26]2.[CH:42]([NH2:45])([CH3:44])[CH3:43]. (2) Given the product [CH:30]1([N:8]2[CH2:9][CH2:10][CH:11]([O:14][C:15]3[CH:22]=[CH:21][C:18]([C:19]#[N:20])=[CH:17][CH:16]=3)[CH2:12][CH2:13]2)[CH2:33][CH2:32][CH2:31]1, predict the reactants needed to synthesize it. The reactants are: FC(F)(F)C(O)=O.[NH:8]1[CH2:13][CH2:12][CH:11]([O:14][C:15]2[CH:22]=[CH:21][C:18]([C:19]#[N:20])=[CH:17][CH:16]=2)[CH2:10][CH2:9]1.C(N(CC)CC)C.[C:30]1(=O)[CH2:33][CH2:32][CH2:31]1.C(O[BH-](OC(=O)C)OC(=O)C)(=O)C.[Na+]. (3) Given the product [C:7]([CH2:9][CH2:10][CH2:11][N:12]1[CH2:17][CH2:16][CH:15]([CH2:18][O:19][C:20]([C:22]2[C:30]3[C:25](=[CH:26][CH:27]=[CH:28][CH:29]=3)[NH:24][CH:23]=2)=[O:21])[CH2:14][CH2:13]1)([OH:8])=[O:6], predict the reactants needed to synthesize it. The reactants are: ClC(Cl)(Cl)CC([O:6][C:7]([CH2:9][CH2:10][CH2:11][N:12]1[CH2:17][CH2:16][CH:15]([CH2:18][O:19][C:20]([C:22]2[C:30]3[C:25](=[CH:26][CH:27]=[CH:28][CH:29]=3)[NH:24][CH:23]=2)=[O:21])[CH2:14][CH2:13]1)=[O:8])C. (4) The reactants are: [Cl:1][C:2]1[CH:7]=[CH:6][C:5]([C:8]2[C:17]3[C:12](=[CH:13][CH:14]=[C:15]([C:18]([OH:20])=O)[CH:16]=3)[CH:11]=[N:10][CH:9]=2)=[CH:4][CH:3]=1.C(N(CC)C(C)C)(C)C.F[P-](F)(F)(F)(F)F.N1(OC(N(C)C)=[N+](C)C)C2N=CC=CC=2N=N1.[CH3:54][S:55]([CH2:58][CH2:59][NH2:60])(=[O:57])=[O:56]. Given the product [Cl:1][C:2]1[CH:3]=[CH:4][C:5]([C:8]2[C:17]3[C:12](=[CH:13][CH:14]=[C:15]([C:18]([NH:60][CH2:59][CH2:58][S:55]([CH3:54])(=[O:57])=[O:56])=[O:20])[CH:16]=3)[CH:11]=[N:10][CH:9]=2)=[CH:6][CH:7]=1, predict the reactants needed to synthesize it. (5) Given the product [CH3:15][CH:14]([CH3:16])[CH2:13][O:17][C:5]1[N:4]=[C:3]([NH2:2])[N:8]=[C:7]([NH2:9])[CH:6]=1, predict the reactants needed to synthesize it. The reactants are: [Na].[NH2:2][C:3]1[N:8]=[C:7]([NH2:9])[CH:6]=[C:5](Cl)[N:4]=1.[Na+].[Cl-].[CH2:13]([OH:17])[CH:14]([CH3:16])[CH3:15].